The task is: Predict the product of the given reaction.. This data is from Forward reaction prediction with 1.9M reactions from USPTO patents (1976-2016). (1) Given the reactants C(N(CC)CC)C.[N:8]1[CH:13]=[CH:12][C:11]([CH:14]=O)=[CH:10][CH:9]=1.Cl.[NH2:17][C:18]([CH3:24])([CH3:23])[C:19]([O:21][CH3:22])=[O:20].[BH4-].[Na+], predict the reaction product. The product is: [CH3:23][C:18]([NH:17][CH2:14][C:11]1[CH:10]=[CH:9][N:8]=[CH:13][CH:12]=1)([CH3:24])[C:19]([O:21][CH3:22])=[O:20]. (2) Given the reactants [CH2:1]([O:8][C:9]([N:11]1[CH2:15][C@H:14]([OH:16])[CH2:13][C@@H:12]1[C:17]([OH:19])=[O:18])=[O:10])[C:2]1[CH:7]=[CH:6][CH:5]=[CH:4][CH:3]=1.[H-].[Na+].[CH2:22](Br)[C:23]1[CH:28]=[CH:27][CH:26]=[CH:25][CH:24]=1, predict the reaction product. The product is: [CH2:1]([O:8][C:9]([N:11]1[CH2:15][C@H:14]([O:16][CH2:22][C:23]2[CH:28]=[CH:27][CH:26]=[CH:25][CH:24]=2)[CH2:13][C@@H:12]1[C:17]([OH:19])=[O:18])=[O:10])[C:2]1[CH:7]=[CH:6][CH:5]=[CH:4][CH:3]=1.